This data is from NCI-60 drug combinations with 297,098 pairs across 59 cell lines. The task is: Regression. Given two drug SMILES strings and cell line genomic features, predict the synergy score measuring deviation from expected non-interaction effect. (1) Drug 1: C1=CC=C(C=C1)NC(=O)CCCCCCC(=O)NO. Drug 2: CC1CC(C(C(C=C(C(C(C=CC=C(C(=O)NC2=CC(=O)C(=C(C1)C2=O)OC)C)OC)OC(=O)N)C)C)O)OC. Cell line: HCT116. Synergy scores: CSS=61.4, Synergy_ZIP=-0.518, Synergy_Bliss=-1.74, Synergy_Loewe=-4.01, Synergy_HSA=0.968. (2) Cell line: SK-MEL-5. Drug 2: B(C(CC(C)C)NC(=O)C(CC1=CC=CC=C1)NC(=O)C2=NC=CN=C2)(O)O. Drug 1: CC1CCCC2(C(O2)CC(NC(=O)CC(C(C(=O)C(C1O)C)(C)C)O)C(=CC3=CSC(=N3)C)C)C. Synergy scores: CSS=62.7, Synergy_ZIP=0.329, Synergy_Bliss=-0.610, Synergy_Loewe=-9.37, Synergy_HSA=-0.611. (3) Drug 1: CC1C(C(CC(O1)OC2CC(OC(C2O)C)OC3=CC4=CC5=C(C(=O)C(C(C5)C(C(=O)C(C(C)O)O)OC)OC6CC(C(C(O6)C)O)OC7CC(C(C(O7)C)O)OC8CC(C(C(O8)C)O)(C)O)C(=C4C(=C3C)O)O)O)O. Drug 2: C1C(C(OC1N2C=NC(=NC2=O)N)CO)O. Cell line: OVCAR-8. Synergy scores: CSS=20.2, Synergy_ZIP=-0.771, Synergy_Bliss=-0.909, Synergy_Loewe=-0.397, Synergy_HSA=1.66. (4) Drug 1: CN1C(=O)N2C=NC(=C2N=N1)C(=O)N. Drug 2: CC1=C(N=C(N=C1N)C(CC(=O)N)NCC(C(=O)N)N)C(=O)NC(C(C2=CN=CN2)OC3C(C(C(C(O3)CO)O)O)OC4C(C(C(C(O4)CO)O)OC(=O)N)O)C(=O)NC(C)C(C(C)C(=O)NC(C(C)O)C(=O)NCCC5=NC(=CS5)C6=NC(=CS6)C(=O)NCCC[S+](C)C)O. Cell line: SF-268. Synergy scores: CSS=20.1, Synergy_ZIP=-5.30, Synergy_Bliss=-2.22, Synergy_Loewe=-17.6, Synergy_HSA=-1.78. (5) Drug 1: C1CCC(CC1)NC(=O)N(CCCl)N=O. Drug 2: CC1=C(C(=O)C2=C(C1=O)N3CC4C(C3(C2COC(=O)N)OC)N4)N. Cell line: SK-MEL-5. Synergy scores: CSS=22.2, Synergy_ZIP=-9.39, Synergy_Bliss=-14.9, Synergy_Loewe=-51.1, Synergy_HSA=-14.8. (6) Drug 1: C1=CN(C=N1)CC(O)(P(=O)(O)O)P(=O)(O)O. Drug 2: CC12CCC3C(C1CCC2OP(=O)(O)O)CCC4=C3C=CC(=C4)OC(=O)N(CCCl)CCCl.[Na+]. Cell line: HOP-92. Synergy scores: CSS=2.52, Synergy_ZIP=-1.74, Synergy_Bliss=-2.59, Synergy_Loewe=-2.42, Synergy_HSA=-2.12. (7) Synergy scores: CSS=-3.64, Synergy_ZIP=-1.72, Synergy_Bliss=-9.23, Synergy_Loewe=-5.99, Synergy_HSA=-7.82. Cell line: COLO 205. Drug 1: C1CC(=O)NC(=O)C1N2CC3=C(C2=O)C=CC=C3N. Drug 2: B(C(CC(C)C)NC(=O)C(CC1=CC=CC=C1)NC(=O)C2=NC=CN=C2)(O)O. (8) Drug 1: CC1=C(C(CCC1)(C)C)C=CC(=CC=CC(=CC(=O)O)C)C. Drug 2: CCC1=C2CN3C(=CC4=C(C3=O)COC(=O)C4(CC)O)C2=NC5=C1C=C(C=C5)O. Cell line: RPMI-8226. Synergy scores: CSS=53.1, Synergy_ZIP=-4.11, Synergy_Bliss=-3.82, Synergy_Loewe=0.189, Synergy_HSA=-0.421. (9) Drug 2: C1CC(C1)(C(=O)O)C(=O)O.[NH2-].[NH2-].[Pt+2]. Drug 1: CCC1(CC2CC(C3=C(CCN(C2)C1)C4=CC=CC=C4N3)(C5=C(C=C6C(=C5)C78CCN9C7C(C=CC9)(C(C(C8N6C=O)(C(=O)OC)O)OC(=O)C)CC)OC)C(=O)OC)O.OS(=O)(=O)O. Cell line: SW-620. Synergy scores: CSS=13.7, Synergy_ZIP=-1.67, Synergy_Bliss=1.45, Synergy_Loewe=-7.33, Synergy_HSA=0.832.